From a dataset of NCI-60 drug combinations with 297,098 pairs across 59 cell lines. Regression. Given two drug SMILES strings and cell line genomic features, predict the synergy score measuring deviation from expected non-interaction effect. (1) Drug 1: CC12CCC3C(C1CCC2=O)CC(=C)C4=CC(=O)C=CC34C. Drug 2: C(CN)CNCCSP(=O)(O)O. Cell line: A498. Synergy scores: CSS=-2.61, Synergy_ZIP=-10.4, Synergy_Bliss=-23.9, Synergy_Loewe=-38.8, Synergy_HSA=-24.6. (2) Cell line: CAKI-1. Synergy scores: CSS=64.5, Synergy_ZIP=2.04, Synergy_Bliss=0.828, Synergy_Loewe=-5.84, Synergy_HSA=4.80. Drug 2: CC1C(C(CC(O1)OC2CC(CC3=C2C(=C4C(=C3O)C(=O)C5=CC=CC=C5C4=O)O)(C(=O)C)O)N)O. Drug 1: CNC(=O)C1=NC=CC(=C1)OC2=CC=C(C=C2)NC(=O)NC3=CC(=C(C=C3)Cl)C(F)(F)F.